This data is from Forward reaction prediction with 1.9M reactions from USPTO patents (1976-2016). The task is: Predict the product of the given reaction. (1) The product is: [Br:1][C:2]1[CH:10]=[C:9]([CH:8]=[C:4]([CH2:5][OH:6])[CH:3]=1)[C:11]([OH:13])=[O:12]. Given the reactants [Br:1][C:2]1[CH:3]=[C:4]([CH:8]=[C:9]([C:11]([O:13]C)=[O:12])[CH:10]=1)[C:5](O)=[O:6].[BH4-].[Li+].C(O)C.Cl, predict the reaction product. (2) Given the reactants [CH3:1][O:2][C:3](=[O:48])[CH2:4][CH2:5][CH2:6]/[CH:7]=[CH:8]\[CH2:9][C@H:10]1[C@@H:14]([O:15]C2CCCCO2)[CH2:13][C@@H:12]([O:22]C2CCCCO2)[C@@H:11]1/[CH:29]=[CH:30]/[C@@H:31]([O:41]C1CCCCO1)[CH2:32][CH2:33][C:34]1[S:35][C:36]([CH3:40])=[C:37]([Br:39])[CH:38]=1.C1(C)C=CC(S([O-])(=O)=O)=CC=1.[NH+]1C=CC=CC=1, predict the reaction product. The product is: [CH3:1][O:2][C:3](=[O:48])[CH2:4][CH2:5][CH2:6]/[CH:7]=[CH:8]\[CH2:9][C@H:10]1[C@@H:14]([OH:15])[CH2:13][C@@H:12]([OH:22])[C@@H:11]1/[CH:29]=[CH:30]/[C@@H:31]([OH:41])[CH2:32][CH2:33][C:34]1[S:35][C:36]([CH3:40])=[C:37]([Br:39])[CH:38]=1. (3) Given the reactants [NH2:1][C@H:2]([C:4]([OH:6])=[O:5])[CH3:3].[Cl:7][C:8]1[CH:13]=[CH:12][C:11]([S:14]([OH:17])(=[O:16])=[O:15])=[CH:10][CH:9]=1, predict the reaction product. The product is: [Cl:7][C:8]1[CH:9]=[CH:10][C:11]([S:14]([OH:17])(=[O:15])=[O:16])=[CH:12][CH:13]=1.[CH2:8]([O:5][C:4](=[O:6])[C@H:2]([CH3:3])[NH2:1])[CH3:9]. (4) The product is: [Cl:19][C:17]([Cl:20])=[CH:18][C:4]([C:3]1[C:2]([Cl:1])=[N:10][C:9]([Cl:11])=[C:8]([F:12])[CH:7]=1)=[O:5]. Given the reactants [Cl:1][C:2]1[N:10]=[C:9]([Cl:11])[C:8]([F:12])=[CH:7][C:3]=1[C:4](Cl)=[O:5].[Al+3].[Cl-].[Cl-].[Cl-].[C:17]([Cl:20])([Cl:19])=[CH2:18], predict the reaction product.